This data is from Forward reaction prediction with 1.9M reactions from USPTO patents (1976-2016). The task is: Predict the product of the given reaction. Given the reactants [F:1][C:2]([F:14])([F:13])[C:3]1[CH:8]=[CH:7][CH:6]=[C:5]([C:9]([F:12])([F:11])[F:10])[CH:4]=1.S(=O)(=O)(O)O.CC1(C)N([Br:28])C(=O)N(Br)C1=O, predict the reaction product. The product is: [F:1][C:2]([F:13])([F:14])[C:3]1[CH:8]=[C:7]([Br:28])[CH:6]=[C:5]([C:9]([F:10])([F:11])[F:12])[CH:4]=1.